Dataset: Catalyst prediction with 721,799 reactions and 888 catalyst types from USPTO. Task: Predict which catalyst facilitates the given reaction. (1) Reactant: [CH3:1][O:2][C:3]1[CH:8]=[CH:7][C:6]([C:9]#[N:10])=[CH:5][C:4]=1[N:11](C1C=CC=CC=1)[C:12](=[O:14])[O-].[CH3:21][C:22]1[CH:23]=[C:24]([N:29]2[CH2:34][CH2:33][NH:32][CH2:31][CH2:30]2)[CH:25]=[C:26]([CH3:28])[CH:27]=1.C1CCN2C(=NCCC2)CC1.C(OCC)(=O)C. Product: [CH3:1][O:2][C:3]1[CH:8]=[CH:7][C:6]([C:9]#[N:10])=[CH:5][C:4]=1[NH:11][C:12]([N:32]1[CH2:33][CH2:34][N:29]([C:24]2[CH:25]=[C:26]([CH3:28])[CH:27]=[C:22]([CH3:21])[CH:23]=2)[CH2:30][CH2:31]1)=[O:14]. The catalyst class is: 134. (2) Reactant: C1C=CC2N(O)N=NC=2C=1.CCN(C(C)C)C(C)C.[C:20]1([C:26]2[N:27]=[C:28]([NH:31][C:32](=[O:37])[CH2:33][C:34]([OH:36])=O)[S:29][CH:30]=2)[CH:25]=[CH:24][CH:23]=[CH:22][CH:21]=1.CCN=C=NCCCN(C)C.Cl.Cl.[N:51]1([C:57]([C:59]2[CH:64]=[CH:63][CH:62]=[CH:61][C:60]=2[C:65]([F:68])([F:67])[F:66])=[O:58])[CH2:56][CH2:55][NH:54][CH2:53][CH2:52]1. Product: [O:36]=[C:34]([N:54]1[CH2:55][CH2:56][N:51]([C:57](=[O:58])[C:59]2[CH:64]=[CH:63][CH:62]=[CH:61][C:60]=2[C:65]([F:68])([F:66])[F:67])[CH2:52][CH2:53]1)[CH2:33][C:32]([NH:31][C:28]1[S:29][CH:30]=[C:26]([C:20]2[CH:21]=[CH:22][CH:23]=[CH:24][CH:25]=2)[N:27]=1)=[O:37]. The catalyst class is: 18.